This data is from NCI-60 drug combinations with 297,098 pairs across 59 cell lines. The task is: Regression. Given two drug SMILES strings and cell line genomic features, predict the synergy score measuring deviation from expected non-interaction effect. Drug 1: C1=C(C(=O)NC(=O)N1)N(CCCl)CCCl. Drug 2: C(CCl)NC(=O)N(CCCl)N=O. Cell line: NCI-H460. Synergy scores: CSS=24.3, Synergy_ZIP=-5.54, Synergy_Bliss=-7.02, Synergy_Loewe=-22.8, Synergy_HSA=-5.27.